From a dataset of Forward reaction prediction with 1.9M reactions from USPTO patents (1976-2016). Predict the product of the given reaction. (1) Given the reactants [Si:1]([O:8][CH:9]1[CH2:14][CH2:13][N:12]([C:15]2[C:16]([C:26](N(OC)C)=[O:27])=[CH:17][C:18]([Cl:25])=[C:19]3[C:24]=2[N:23]=[CH:22][CH:21]=[CH:20]3)[CH2:11][CH2:10]1)([C:4]([CH3:7])([CH3:6])[CH3:5])([CH3:3])[CH3:2].[CH3:32][Mg]Br, predict the reaction product. The product is: [Si:1]([O:8][CH:9]1[CH2:10][CH2:11][N:12]([C:15]2[C:16]([C:26](=[O:27])[CH3:32])=[CH:17][C:18]([Cl:25])=[C:19]3[C:24]=2[N:23]=[CH:22][CH:21]=[CH:20]3)[CH2:13][CH2:14]1)([C:4]([CH3:7])([CH3:6])[CH3:5])([CH3:2])[CH3:3]. (2) Given the reactants [C:1]1(B(O)O)[CH:6]=[CH:5][CH:4]=[CH:3][CH:2]=1.[Cl:10][C:11]1[CH:12]=[C:13]([CH2:19][C:20]([O:22][CH3:23])=[O:21])[CH:14]=[C:15]([Cl:18])[C:16]=1[OH:17].N1C=CC=CC=1.C(N(CC)CC)C, predict the reaction product. The product is: [Cl:10][C:11]1[CH:12]=[C:13]([CH2:19][C:20]([O:22][CH3:23])=[O:21])[CH:14]=[C:15]([Cl:18])[C:16]=1[O:17][C:1]1[CH:6]=[CH:5][CH:4]=[CH:3][CH:2]=1. (3) Given the reactants [C-:1]1([CH2:6][NH:7][C:8](=[O:20])[CH2:9][CH2:10][CH2:11][CH2:12][CH2:13][CH2:14][CH2:15][CH2:16][CH2:17][CH2:18][SH:19])[CH:5]=[CH:4][CH:3]=[CH:2]1.[CH-:21]1[CH:25]=[CH:24][CH:23]=[CH:22]1.[Fe+2:26].[C:30]1([CH:35]=[CH:34][CH:33]=[CH:32][N:31]=1)[S:29][S:29][C:30]1[CH:35]=[CH:34][CH:33]=[CH:32][N:31]=1.C(N(CC)CC)C, predict the reaction product. The product is: [C-:1]1([CH2:6][NH:7][C:8](=[O:20])[CH2:9][CH2:10][CH2:11][CH2:12][CH2:13][CH2:14][CH2:15][CH2:16][CH2:17][CH2:18][S:19][S:29][C:30]2[CH:35]=[CH:34][CH:33]=[CH:32][N:31]=2)[CH:2]=[CH:3][CH:4]=[CH:5]1.[CH-:21]1[CH:25]=[CH:24][CH:23]=[CH:22]1.[Fe+2:26]. (4) Given the reactants [Br:1][C:2]1[N:3]([C:20]2[CH:25]=[CH:24][C:23]([S:26](=[O:33])(=[O:32])[NH:27][C:28]([CH3:31])([CH3:30])[CH3:29])=[C:22]([C:34]([F:37])([F:36])[F:35])[CH:21]=2)[C:4]([CH2:13][CH:14]2[CH2:19][CH2:18][CH2:17][CH2:16][CH2:15]2)=[C:5]([CH3:12])[C:6]=1[C:7](OCC)=[O:8].Cl.[NH2:39][CH2:40][CH2:41][C:42]([CH3:48])([CH3:47])[C:43]([O:45]C)=[O:44], predict the reaction product. The product is: [Br:1][C:2]1[N:3]([C:20]2[CH:25]=[CH:24][C:23]([S:26](=[O:32])(=[O:33])[NH:27][C:28]([CH3:31])([CH3:30])[CH3:29])=[C:22]([C:34]([F:36])([F:37])[F:35])[CH:21]=2)[C:4]([CH2:13][CH:14]2[CH2:15][CH2:16][CH2:17][CH2:18][CH2:19]2)=[C:5]([CH3:12])[C:6]=1[C:7]([NH:39][CH2:40][CH2:41][C:42]([CH3:48])([CH3:47])[C:43]([OH:45])=[O:44])=[O:8]. (5) Given the reactants Br[CH2:2][C:3](=O)[CH2:4][CH3:5].[NH2:7][C:8]1[CH:13]=[CH:12][C:11]([Br:14])=[CH:10][N:9]=1, predict the reaction product. The product is: [Br:14][C:11]1[CH:12]=[CH:13][C:8]2[N:9]([CH:2]=[C:3]([CH2:4][CH3:5])[N:7]=2)[CH:10]=1. (6) Given the reactants [N:1]1[CH:6]=[CH:5][CH:4]=[CH:3][C:2]=1[CH2:7][NH:8][C:9]1[CH:14]=[CH:13][C:12]([N+:15]([O-])=O)=[CH:11][N:10]=1.[Cl-].[NH4+], predict the reaction product. The product is: [NH2:15][C:12]1[CH:13]=[CH:14][C:9]([NH:8][CH2:7][C:2]2[CH:3]=[CH:4][CH:5]=[CH:6][N:1]=2)=[N:10][CH:11]=1. (7) Given the reactants C(OCC)(=O)C.[CH:7]1[CH:8]=[CH:9][C:10]([C@@H:13]2[N:22]([C:23]([O:25][C@@H:26]3[CH:31]4[CH2:32][CH2:33][N:28]([CH2:29][CH2:30]4)[CH2:27]3)=[O:24])[CH2:21][CH2:20][C:19]3[CH:18]=[CH:17][CH:16]=[CH:15][C:14]2=3)=[CH:11][CH:12]=1.[ClH:34].C(OCC)(=O)C, predict the reaction product. The product is: [CH2:30]1[CH:31]2[C@@H:26]([O:25][C:23]([N:22]3[C@@H:13]([C:10]4[CH:11]=[CH:12][CH:7]=[CH:8][CH:9]=4)[C:14]4[C:19](=[CH:18][CH:17]=[CH:16][CH:15]=4)[CH2:20][CH2:21]3)=[O:24])[CH2:27][N:28]([CH2:33][CH2:32]2)[CH2:29]1.[ClH:34]. (8) Given the reactants [N+:1]([C:4]1[CH:12]=[CH:11][CH:10]=[C:9]2[C:5]=1[CH:6]=[N:7][NH:8]2)([O-:3])=[O:2].[H-].[Na+].Br.Br[CH2:17][C:18]1[CH:23]=[CH:22][N:21]=[CH:20][CH:19]=1.O, predict the reaction product. The product is: [N+:1]([C:4]1[CH:12]=[CH:11][CH:10]=[C:9]2[C:5]=1[CH:6]=[N:7][N:8]2[CH2:17][C:18]1[CH:23]=[CH:22][N:21]=[CH:20][CH:19]=1)([O-:3])=[O:2]. (9) Given the reactants [Cl:1][C:2]1[N:7]=[N:6][C:5]([N:8]2[CH2:12][CH2:11][C@@H:10]([OH:13])[CH2:9]2)=[CH:4][CH:3]=1.[Si:14](Cl)([C:17]([CH3:20])([CH3:19])[CH3:18])([CH3:16])[CH3:15], predict the reaction product. The product is: [Si:14]([O:13][C@@H:10]1[CH2:11][CH2:12][N:8]([C:5]2[N:6]=[N:7][C:2]([Cl:1])=[CH:3][CH:4]=2)[CH2:9]1)([C:17]([CH3:20])([CH3:19])[CH3:18])([CH3:16])[CH3:15].